Dataset: Full USPTO retrosynthesis dataset with 1.9M reactions from patents (1976-2016). Task: Predict the reactants needed to synthesize the given product. (1) Given the product [F:13][C:6]1[C:7]([CH3:12])=[C:8]([F:11])[CH:9]=[CH:10][C:5]=1[CH:16]=[O:17], predict the reactants needed to synthesize it. The reactants are: [Mg].II.Br[C:5]1[C:6]([F:13])=[C:7]([CH3:12])[C:8]([F:11])=[CH:9][CH:10]=1.CN(C)[CH:16]=[O:17]. (2) Given the product [O:28]=[C:27]1[NH:26][C:25](=[O:32])[C:19]([C:20]([O:22][CH2:23][CH3:24])=[O:21])=[CH:18][N:1]1[C:2]1[CH:3]=[C:4]2[C:8](=[CH:9][CH:10]=1)[N:7]([CH3:11])[C:6](=[O:12])[C:5]2([CH3:14])[CH3:13], predict the reactants needed to synthesize it. The reactants are: [NH2:1][C:2]1[CH:3]=[C:4]2[C:8](=[CH:9][CH:10]=1)[N:7]([CH3:11])[C:6](=[O:12])[C:5]2([CH3:14])[CH3:13].C(O[CH:18]=[C:19]([C:25](=[O:32])[NH:26][C:27](OCC)=[O:28])[C:20]([O:22][CH2:23][CH3:24])=[O:21])C. (3) Given the product [CH3:7][C:8]1[N:9]=[C:10]2[CH:15]=[CH:14][CH:13]=[CH:12][N:11]2[C:16]=1[CH2:17][OH:18], predict the reactants needed to synthesize it. The reactants are: [H-].[Li+].[Al+3].[H-].[H-].[H-].[CH3:7][C:8]1[N:9]=[C:10]2[CH:15]=[CH:14][CH:13]=[CH:12][N:11]2[C:16]=1[C:17](OCC)=[O:18].[OH-].[Na+].S([O-])([O-])(=O)=O.[Mg+2]. (4) The reactants are: [Cl:1][C:2]1[CH:3]=[C:4]([C:12]2[O:16][N:15]=[C:14]([C:17]3[C:18]([CH3:27])=[C:19]4[C:24](=[CH:25][CH:26]=3)[CH2:23][NH:22][CH2:21][CH2:20]4)[N:13]=2)[CH:5]=[N:6][C:7]=1[O:8][CH:9]([CH3:11])[CH3:10].[CH3:28][C:29]1([CH3:36])[O:34][CH2:33][C:32](=O)[CH2:31][O:30]1.C(O[BH-](OC(=O)C)OC(=O)C)(=O)C.[Na+]. Given the product [Cl:1][C:2]1[CH:3]=[C:4]([C:12]2[O:16][N:15]=[C:14]([C:17]3[C:18]([CH3:27])=[C:19]4[C:24](=[CH:25][CH:26]=3)[CH2:23][N:22]([CH:32]3[CH2:33][O:34][C:29]([CH3:36])([CH3:28])[O:30][CH2:31]3)[CH2:21][CH2:20]4)[N:13]=2)[CH:5]=[N:6][C:7]=1[O:8][CH:9]([CH3:10])[CH3:11], predict the reactants needed to synthesize it. (5) Given the product [NH2:37][C@@:29]1([CH3:28])[CH2:33][CH2:32][C@@H:31]([NH:34][C:14]2[C:15]3[N:16]([CH:19]=[C:20]([C:22]([O:24][CH2:25][CH3:26])=[O:23])[CH:21]=3)[N:17]=[CH:18][C:13]=2[C:10](=[O:12])[NH2:11])[C:30]1([CH3:36])[CH3:35], predict the reactants needed to synthesize it. The reactants are: C(N(CC)C(C)C)(C)C.[C:10]([C:13]1[CH:18]=[N:17][N:16]2[CH:19]=[C:20]([C:22]([O:24][CH2:25][CH3:26])=[O:23])[CH:21]=[C:15]2[C:14]=1Cl)(=[O:12])[NH2:11].[CH3:28][C@:29]1([NH2:37])[CH2:33][CH2:32][C@@H:31]([NH2:34])[C:30]1([CH3:36])[CH3:35]. (6) Given the product [CH2:1]([C:5]12[CH2:11][CH2:12][CH2:13][C:14]1([NH:21][CH3:20])[CH:9]1[CH2:10][CH:6]2[CH2:7][CH2:8]1)[CH2:2][CH2:3][CH3:4], predict the reactants needed to synthesize it. The reactants are: [CH2:1]([C:5]1(O)[C:11]2([CH2:14][CH2:13][CH2:12]2)[CH:9]2[CH2:10][CH:6]1[CH2:7][CH2:8]2)[CH2:2][CH2:3][CH3:4].C(O)(=O)C.[C-:20]#[N:21].[Na+].S(=O)(=O)(O)O.[H-].[Al+3].[Li+].[H-].[H-].[H-].C1COCC1. (7) Given the product [CH2:20]([N:24]([CH3:23])[CH:15]([C:8]1[N:9]2[N:10]=[CH:11][CH:12]=[CH:13][C:14]2=[C:6]([C:4]([O:3][CH2:1][CH3:2])=[O:5])[C:7]=1[CH3:19])[CH3:16])[CH3:21], predict the reactants needed to synthesize it. The reactants are: [CH2:1]([O:3][C:4]([C:6]1[C:7]([CH3:19])=[C:8]([CH:15](NC)[CH3:16])[N:9]2[C:14]=1[CH:13]=[CH:12][CH:11]=[N:10]2)=[O:5])[CH3:2].[CH:20](=O)[CH3:21].[C:23]([BH3-])#[N:24].[Na+]. (8) The reactants are: [NH2:1][CH2:2][C@H:3]1[CH2:8][CH2:7][C@H:6]([NH:9][C:10]2[N:15]=[C:14]([N:16]3[C:20]4[CH:21]=[CH:22][CH:23]=[CH:24][C:19]=4[N:18]=[N:17]3)[CH:13]=[CH:12][N:11]=2)[CH2:5][CH2:4]1.[C:25](Cl)(=[O:27])[CH3:26]. Given the product [N:16]1([C:14]2[CH:13]=[CH:12][N:11]=[C:10]([NH:9][C@H:6]3[CH2:5][CH2:4][C@H:3]([CH2:2][NH:1][C:25](=[O:27])[CH3:26])[CH2:8][CH2:7]3)[N:15]=2)[C:20]2[CH:21]=[CH:22][CH:23]=[CH:24][C:19]=2[N:18]=[N:17]1, predict the reactants needed to synthesize it. (9) Given the product [CH2:29]([O:17][C:16]([C:12]1[CH:13]=[C:14]2[C:9](=[C:10]([N+:19]([O-:21])=[O:20])[CH:11]=1)[NH:8][C:7]([C:1]1[CH:2]=[CH:3][CH:4]=[CH:5][CH:6]=1)=[CH:15]2)=[O:18])[CH3:30], predict the reactants needed to synthesize it. The reactants are: [C:1]1([C:7]2[NH:8][C:9]3[C:14]([CH:15]=2)=[CH:13][C:12]([C:16]([OH:18])=[O:17])=[CH:11][C:10]=3[N+:19]([O-:21])=[O:20])[CH:6]=[CH:5][CH:4]=[CH:3][CH:2]=1.S(=O)(=O)(O)O.[OH-].[Na+].[CH2:29](O)[CH3:30]. (10) Given the product [CH2:8]1[C:9]2([CH2:12][CH2:13][CH2:14][CH2:15]2)[CH:10]=[N:11][N:7]1[C:3](=[N:29][S:26]([C:23]1[CH:22]=[CH:21][C:20]([NH:19][C:16](=[O:18])[CH3:17])=[CH:25][CH:24]=1)(=[O:27])=[O:28])[NH:4][CH2:5][CH3:6], predict the reactants needed to synthesize it. The reactants are: CS[C:3]([N:7]1[N:11]=[CH:10][C:9]2([CH2:15][CH2:14][CH2:13][CH2:12]2)[CH2:8]1)=[N:4][CH2:5][CH3:6].[C:16]([NH:19][C:20]1[CH:25]=[CH:24][C:23]([S:26]([NH2:29])(=[O:28])=[O:27])=[CH:22][CH:21]=1)(=[O:18])[CH3:17].